Dataset: Experimentally validated miRNA-target interactions with 360,000+ pairs, plus equal number of negative samples. Task: Binary Classification. Given a miRNA mature sequence and a target amino acid sequence, predict their likelihood of interaction. (1) The miRNA is hsa-miR-4754 with sequence AUGCGGACCUGGGUUAGCGGAGU. The protein sequence of the target gene is MRRVTLFLNGSPKNGKVVAVYGTLSDLLSVASSKLGIKATSVYNGKGGLIDDIALIRDDDVLFVCEGEPFIDPQTDSKPPEGLLGFHTDWLTLNVGGRYFTTTRSTLVNKEPDSMLAHMFKDKGVWGNKQDHRGAFLIDRSPEYFEPILNYLRHGQLIVNDGINLLGVLEEARFFGIDSLIEHLEVAIKNSQPPEDHSPISRKEFVRFLLATPTKSELRCQGLNFSGADLSRLDLRYINFKMANLSRCNLAHANLCCANLERADLSGSVLDCANLQGVKMLCSNAEGASLKLCNFEDPSG.... Result: 0 (no interaction). (2) The miRNA is hsa-miR-30b-3p with sequence CUGGGAGGUGGAUGUUUACUUC. The protein sequence of the target gene is MGGCMHSTQDKSLHLEGDPNPSAAPTSTCAPRKMPKRISISKQLASVKALRKCSDLEKAIATTALIFRNSSDSDGKLEKAIAKDLLQTQFRNFAEGQETKPKYREILSELDEHTENKLDFEDFMILLLSITVMSDLLQNIRNVKIMK. Result: 1 (interaction). (3) The miRNA is hsa-miR-1238-5p with sequence GUGAGUGGGAGCCCCAGUGUGUG. The protein sequence of the target gene is MEKGARQRNNTAKNHPGSDTSPEAEASSGGGGVALKKEIGLVSACGIIVGNIIGSGIFVSPKGVLENAGSVGLALIVWIVTGIITAVGALCYAELGVTIPKSGGDYSYVKDIFGGLAGFLRLWIAVLVIYPTNQAVIALTFSNYVLQPLFPTCFPPESGLRLLAAICLLLLTWVNCSSVRWATRVQDIFTAGKLLALALIIIMGIVQICKGEFFWLEPKNAFENFQEPDIGLVALAFLQGSFAYGGWNFLNYVTEELVDPYKNLPRAIFISIPLVTFVYVFANIAYVTAMSPQELLASNA.... Result: 0 (no interaction).